Dataset: TCR-epitope binding with 47,182 pairs between 192 epitopes and 23,139 TCRs. Task: Binary Classification. Given a T-cell receptor sequence (or CDR3 region) and an epitope sequence, predict whether binding occurs between them. (1) The epitope is IPRRNVATL. The TCR CDR3 sequence is CSVPSTVQETQYF. Result: 0 (the TCR does not bind to the epitope). (2) The epitope is KLVALGINAV. Result: 0 (the TCR does not bind to the epitope). The TCR CDR3 sequence is CASSGTSGAYNEQFF. (3) The epitope is KRWIIMGLNK. Result: 0 (the TCR does not bind to the epitope). The TCR CDR3 sequence is CASSYSLDLYTGELFF. (4) The epitope is RQLLFVVEV. The TCR CDR3 sequence is CAISEAWDGPQETQYF. Result: 1 (the TCR binds to the epitope).